From a dataset of Drug-target binding data from BindingDB using IC50 measurements. Regression. Given a target protein amino acid sequence and a drug SMILES string, predict the binding affinity score between them. We predict pIC50 (pIC50 = -log10(IC50 in M); higher means more potent). Dataset: bindingdb_ic50. (1) The compound is COC(C(=O)O)c1c(C)nc2ccc(Br)cc2c1-c1ccc(Cl)cc1. The target protein sequence is MGARASVLSGGELDKWEKIRLRPGGKKQYKLKHIVWASRELERFAVNPGLLETSEGCRQILGQLQPSLQTGSEELRSLYNTIAVLYCVHQRIDVKDTKEALDKIEEEQNKSKKKAQQAAADTGNNSQVSQNYPIVQNLQGQMVHQAISPRTLNAWVKVVEEKAFSPEVIPMFSALSEGATPQDLNTMLNTVGGHQAAMQMLKETINEEAAEWDRLHPVHAGPIAPGQMREPRGSDIAGTTSTLQEQIGWMTHNPPIPVGEIYKRWIILGLNKIVRMYSPTSILDIRQGPKEPFRDYVDRFYKTLRAEQASQEVKNWMTETLLVQNANPDCKTILKALGPGATLEEMMTACQGVGGPGHKARVLAEAMSQVTNPATIMIQKGNFRNQRKTVKCFNCGKEGHIAKNCRAPRKKGCWKCGKEGHQMKDCTERQANFLREDLAFPQGKAREFSSEQTRANSPTRRELQVWGRDNNSLSEAGADRQGTVSFSFPQITLWQRPLVT.... The pIC50 is 5.3. (2) The small molecule is Cc1nc(N)c2ncn([C@@H]3O[C@H](COP(=O)(O)O)[C@@H](O)[C@H]3OP(=O)(O)OC[C@H]3O[C@@H](n4cnc5c(N)ncnc54)[C@H](OP(=O)(O)OC[C@H]4O[C@@H](n5cnc6c(N)ncnc65)[C@H](O)[C@@H]4O)[C@@H]3O)c2n1. The target protein (Q05823) has sequence MESRDHNNPQEGPTSSSGRRAAVEDNHLLIKAVQNEDVDLVQQLLEGGANVNFQEEEGGWTPLHNAVQMSREDIVELLLRHGADPVLRKKNGATPFILAAIAGSVKLLKLFLSKGADVNECDFYGFTAFMEAAVYGKVKALKFLYKRGANVNLRRKTKEDQERLRKGGATALMDAAEKGHVEVLKILLDEMGADVNACDNMGRNALIHALLSSDDSDVEAITHLLLDHGADVNVRGERGKTPLILAVEKKHLGLVQRLLEQEHIEINDTDSDGKTALLLAVELKLKKIAELLCKRGASTDCGDLVMTARRNYDHSLVKVLLSHGAKEDFHPPAEDWKPQSSHWGAALKDLHRIYRPMIGKLKFFIDEKYKIADTSEGGIYLGFYEKQEVAVKTFCEGSPRAQREVSCLQSSRENSHLVTFYGSESHRGHLFVCVTLCEQTLEACLDVHRGEDVENEEDEFARNVLSSIFKAVQELHLSCGYTHQDLQPQNILIDSKKAAH.... The pIC50 is 7.2. (3) The drug is CC(C)C[C@H](NC(=O)[C@@H](O)[C@H](N)Cc1ccccc1)C(=O)O. The target protein (P97449) has sequence MAKGFYISKTLGILGILLGVAAVCTIIALSVVYAQEKNRNAENSATAPTLPGSTSATTATTTPAVDESKPWNQYRLPKTLIPDSYRVILRPYLTPNNQGLYIFQGNSTVRFTCNQTTDVIIIHSKKLNYTLKGNHRVVLRTLDGTPAPNIDKTELVERTEYLVVHLQGSLVEGRQYEMDSQFQGELADDLAGFYRSEYMEGDVKKVVATTQMQAADARKSFPCFDEPAMKAMFNITLIYPNNLIALSNMLPKESKPYPEDPSCTMTEFHSTPKMSTYLLAYIVSEFKNISSVSANGVQIGIWARPSAIDEGQGDYALNVTGPILNFFAQHYNTSYPLPKSDQIALPDFNAGAMENWGLVTYRESSLVFDSQSSSISNKERVVTVIAHELAHQWFGNLVTVAWWNDLWLNEGFASYVEYLGADYAEPTWNLKDLMVLNDVYRVMAVDALASSHPLSSPADEIKTPDQIMELFDSITYSKGASVIRMLSSFLTEDLFKKGLS.... The pIC50 is 4.6. (4) The small molecule is CC(C)C[C@H]1NC(=O)[C@H](CCC(=O)O)NC(=O)[C@@H](CC(N)=O)NC(=O)[C@H](N)CSSC[C@H](C(=O)N[C@@H](CC(N)=O)C(=O)O)NC(=O)[C@H]2CCCN2C(=O)[C@H](C(C)C)NC(=O)[C@@H](CCC(N)=O)NC(=O)[C@H](Cc2cnc[nH]2)NC1=O. The target protein (Q03405) has sequence MGHPPLLPLLLLLHTCVPASWGLRCMQCKTNGDCRVEECALGQDLCRTTIVRLWEEGEELELVEKSCTHSEKTNRTLSYRTGLKITSLTEVVCGLDLCNQGNSGRAVTYSRSRYLECISCGSSDMSCERGRHQSLQCRSPEEQCLDVVTHWIQEGEEGRPKDDRHLRGCGYLPGCPGSNGFHNNDTFHFLKCCNTTKCNEGPILELENLPQNGRQCYSCKGNSTHGCSSEETFLIDCRGPMNQCLVATGTHEPKNQSYMVRGCATASMCQHAHLGDAFSMNHIDVSCCTKSGCNHPDLDVQYRSGAAPQPGPAHLSLTITLLMTARLWGGTLLWT. The pIC50 is 6.0. (5) The compound is Nc1nc2c(ncn2[C@@H]2O[C@H](CO)[C@@H](O)[C@@H]2O)c(=O)[nH]1. The target protein (Q01583) has sequence MNIGIAAPKWDKLSPREFLQLQELASYSTRKLQDVLREFSSPSAASTPKCIPDGDIDFDGFRRFLDAFLDCEAPLDLAKHLFVSFLKPNVTQAQLHGRALNQMAAISSTAACAPVTSHTKGSIPNINSIAELMPQCSGGGGGIGGTGGVAGAEGHAQARSSFVDKIHGITDKLHHSLGGHLSHDPSKTGSVHPMLTVTPSPLASGPSMFQASNPARRSVDSSPSHSATNHSQMSRNSSKKSSNSVNCKIDADIKLLARKLSHFDPLTLKVPLKDVVCYLSLLEAGRPEDKLEFMFRLYDTDSNGVLDTAEMDAIVNQMMAVAEYLGWDVSELRPILQEMMVEIDYDADGTVSLDEWQRGGMTTIPLLVLLGVDSTTLKEDGIHVWRLKHFSKPAYCNLCLNMLVGLGKKGLCCVLCKYTVHERCVQHAPASCITTYVKSKKPKCGGDLLHHWVEGNCYGRCSKCRKRIKAYHGITGLTCRWCHMMLHNRCASSVKKECTL.... The pIC50 is 3.9. (6) The drug is C[C@H]1CC[C@H](N)CC1. The target protein sequence is LDLIKEMRQFCKSLFPVVDYAYCTIPTYPSGQIGFMLCSKNPSTNFREPVQLLTQKQVEQRQLRYYNSDVHRAAFVLPEFARKALNDAD. The pIC50 is 5.8. (7) The compound is O=S(=O)(c1cccnc1)N1CCC(Cn2ccc3cc(-c4cn[nH]c4)ccc32)CC1. The target protein (Q96PD4) has sequence MTVKTLHGPAMVKYLLLSILGLAFLSEAAARKIPKVGHTFFQKPESCPPVPGGSMKLDIGIINENQRVSMSRNIESRSTSPWNYTVTWDPNRYPSEVVQAQCRNLGCINAQGKEDISMNSVPIQQETLVVRRKHQGCSVSFQLEKVLVTVGCTCVTPVIHHVQ. The pIC50 is 5.0.